From a dataset of TCR-epitope binding with 47,182 pairs between 192 epitopes and 23,139 TCRs. Binary Classification. Given a T-cell receptor sequence (or CDR3 region) and an epitope sequence, predict whether binding occurs between them. The epitope is MMISAGFSL. The TCR CDR3 sequence is CASSPGGGRNTYEQYF. Result: 0 (the TCR does not bind to the epitope).